This data is from Forward reaction prediction with 1.9M reactions from USPTO patents (1976-2016). The task is: Predict the product of the given reaction. (1) Given the reactants C(C1C=CC(NC(=O)NCC[C:20](OCC)=[O:21])=CC=1)CCCCCCC.Cl[C:27]1[CH:28]=[C:29]([C:37]2[O:41][N:40]=[C:39]([C:42]3[CH:47]=[CH:46][C:45]([O:48]C(C)C)=[C:44]([I:52])[CH:43]=3)[N:38]=2)[CH:30]=[CH:31][C:32]=1[O:33][CH2:34][CH2:35][CH3:36], predict the reaction product. The product is: [CH2:34]([O:33][C:32]1[CH:31]=[CH:30][C:29]([C:37]2[O:41][N:40]=[C:39]([C:42]3[CH:47]=[CH:46][C:45]([OH:48])=[C:44]([I:52])[CH:43]=3)[N:38]=2)=[CH:28][C:27]=1[O:21][CH3:20])[CH2:35][CH3:36]. (2) Given the reactants O=[C:2]1[CH2:7][CH2:6][CH2:5][CH2:4][CH:3]1[C:8]#[N:9].[NH2:10][C:11](N)=[O:12].CC[OH:16], predict the reaction product. The product is: [NH:10]1[C:2]2[CH2:7][CH2:6][CH2:5][CH2:4][C:3]=2[C:8](=[O:16])[NH:9][C:11]1=[O:12]. (3) Given the reactants [Cl:1][C:2]1[CH:20]=[C:19]([O:21][CH2:22][CH:23]=[C:24]([Cl:26])[Cl:25])[CH:18]=[C:17]([Cl:27])[C:3]=1[O:4][CH2:5][CH2:6][CH2:7][O:8][C:9]1[CH:16]=[CH:15][C:12]([C:13]#[N:14])=[CH:11][CH:10]=1.Cl.[NH2:29][OH:30].C(N(CC)CC)C, predict the reaction product. The product is: [Cl:1][C:2]1[CH:20]=[C:19]([O:21][CH2:22][CH:23]=[C:24]([Cl:26])[Cl:25])[CH:18]=[C:17]([Cl:27])[C:3]=1[O:4][CH2:5][CH2:6][CH2:7][O:8][C:9]1[CH:10]=[CH:11][C:12]([C:13]([NH:29][OH:30])=[NH:14])=[CH:15][CH:16]=1. (4) Given the reactants CS[C:3]1[S:4]/[C:5](=[CH:9]\[C:10]2[CH:11]=[C:12]3[C:17](=[CH:18][CH:19]=2)[N:16]=[CH:15][CH:14]=[CH:13]3)/[C:6](=[O:8])[N:7]=1.[OH:20][C@H:21]1[CH2:29][C:28]2[C:23](=[CH:24][CH:25]=[CH:26][CH:27]=2)[C@H:22]1[NH2:30].CCN(C(C)C)C(C)C, predict the reaction product. The product is: [OH:20][C@H:21]1[CH2:29][C:28]2[C:23](=[CH:24][CH:25]=[CH:26][CH:27]=2)[C@H:22]1[NH:30][C:3]1[S:4]/[C:5](=[CH:9]\[C:10]2[CH:11]=[C:12]3[C:17](=[CH:18][CH:19]=2)[N:16]=[CH:15][CH:14]=[CH:13]3)/[C:6](=[O:8])[N:7]=1. (5) Given the reactants [C:1]([C:4]1[CH:23]=[CH:22][C:7]([O:8][CH2:9][CH2:10][CH2:11][CH2:12][O:13][C:14]2[CH:15]=[C:16]([CH:19]=[CH:20][CH:21]=2)[C:17]#[N:18])=[C:6]([CH2:24][CH2:25][CH3:26])[C:5]=1[OH:27])(=[O:3])[CH3:2].[N:28]([Si](C)(C)C)=[N+:29]=[N-:30].C([Sn](=O)CCCC)CCC, predict the reaction product. The product is: [OH:27][C:5]1[C:6]([CH2:24][CH2:25][CH3:26])=[C:7]([O:8][CH2:9][CH2:10][CH2:11][CH2:12][O:13][C:14]2[CH:21]=[CH:20][CH:19]=[C:16]([C:17]3[NH:30][N:29]=[N:28][N:18]=3)[CH:15]=2)[CH:22]=[CH:23][C:4]=1[C:1](=[O:3])[CH3:2]. (6) Given the reactants Cl[C:2]1[C:7]([C:8]([O:10][CH3:11])=[O:9])=[CH:6][C:5]([C:12]([O:14][CH3:15])=[O:13])=[CH:4][N:3]=1.[CH2:16]([O:23][NH2:24])[C:17]1[CH:22]=[CH:21][CH:20]=[CH:19][CH:18]=1, predict the reaction product. The product is: [CH2:16]([O:23][NH:24][C:2]1[C:7]([C:8]([O:10][CH3:11])=[O:9])=[CH:6][C:5]([C:12]([O:14][CH3:15])=[O:13])=[CH:4][N:3]=1)[C:17]1[CH:22]=[CH:21][CH:20]=[CH:19][CH:18]=1. (7) Given the reactants [F:1][C:2]1[CH:7]=[C:6]([O:8][CH3:9])[CH:5]=[C:4]([F:10])[C:3]=1[C:11]1[N:15]([C:16]2[CH:17]=[CH:18][C:19]([C:22]([F:25])([F:24])[F:23])=[N:20][CH:21]=2)[CH:14]=[N:13][CH:12]=1.[Cl:26]N1C(=O)CCC1=O.N(C(C)(C)C#N)=NC(C)(C)C#N, predict the reaction product. The product is: [Cl:26][C:12]1[N:13]=[CH:14][N:15]([C:16]2[CH:17]=[CH:18][C:19]([C:22]([F:25])([F:24])[F:23])=[N:20][CH:21]=2)[C:11]=1[C:3]1[C:2]([F:1])=[CH:7][C:6]([O:8][CH3:9])=[CH:5][C:4]=1[F:10]. (8) Given the reactants C1(C2C=CC=CC=2)C=CC=CC=1P(C1CCCCC1)C1CCCCC1.[CH3:26][O:27][C:28]1[CH:29]=[C:30]([NH2:40])[CH:31]=[CH:32][C:33]=1[N:34]1[CH:38]=[C:37]([CH3:39])[N:36]=[CH:35]1.Cl[C:42]1[N:47]=[C:46]([O:48][CH3:49])[N:45]=[C:44]([O:50][CH3:51])[N:43]=1.C(=O)([O-])[O-].[K+].[K+].[Cl-].[Na+], predict the reaction product. The product is: [CH3:51][O:50][C:44]1[N:45]=[C:46]([O:48][CH3:49])[N:47]=[C:42]([NH:40][C:30]2[CH:31]=[CH:32][C:33]([N:34]3[CH:38]=[C:37]([CH3:39])[N:36]=[CH:35]3)=[C:28]([O:27][CH3:26])[CH:29]=2)[N:43]=1.